This data is from Catalyst prediction with 721,799 reactions and 888 catalyst types from USPTO. The task is: Predict which catalyst facilitates the given reaction. (1) Reactant: Cl[C:2]1[C:11]2=[N:12][N:13](CC3C=CC(OC)=CC=3)[CH:14]=[C:10]2[C:9]2[CH:8]=[C:7]([I:24])[CH:6]=[CH:5][C:4]=2[N:3]=1.[CH3:25][N:26]1[CH2:31][CH2:30][N:29]([C:32]2[CH:38]=[CH:37][C:35]([NH2:36])=[CH:34][CH:33]=2)[CH2:28][CH2:27]1.Cl. Product: [I:24][C:7]1[CH:6]=[CH:5][C:4]2[N:3]=[C:2]([NH:36][C:35]3[CH:34]=[CH:33][C:32]([N:29]4[CH2:28][CH2:27][N:26]([CH3:25])[CH2:31][CH2:30]4)=[CH:38][CH:37]=3)[C:11]3[NH:12][N:13]=[CH:14][C:10]=3[C:9]=2[CH:8]=1. The catalyst class is: 71. (2) Reactant: C1(S([N:10]2[C:14]3[N:15]=[CH:16][N:17]=[C:18]([Cl:19])[C:13]=3[CH:12]=[C:11]2[C:20]2[CH:25]=[CH:24][CH:23]=[CH:22][CH:21]=2)(=O)=O)C=CC=CC=1.CO.[OH-].[Na+]. Product: [Cl:19][C:18]1[C:13]2[CH:12]=[C:11]([C:20]3[CH:25]=[CH:24][CH:23]=[CH:22][CH:21]=3)[NH:10][C:14]=2[N:15]=[CH:16][N:17]=1. The catalyst class is: 1. (3) Reactant: [NH2:1][C:2]1[CH:3]=[C:4]([CH:10]([NH:15][C:16]2[CH:21]=[CH:20][C:19]([C:22]#[N:23])=[CH:18][CH:17]=2)[C:11]([O:13][CH3:14])=[O:12])[CH:5]=[CH:6][C:7]=1[O:8][CH3:9].[C:24]1(=[O:31])[O:30][C:28](=[O:29])[CH2:27][CH2:26][CH2:25]1.CCN(C(C)C)C(C)C. Product: [C:22]([C:19]1[CH:18]=[CH:17][C:16]([NH:15][CH:10]([C:11]([O:13][CH3:14])=[O:12])[C:4]2[CH:5]=[CH:6][C:7]([O:8][CH3:9])=[C:2]([NH:1][C:24]([CH2:25][CH2:26][CH2:27][C:28]([OH:30])=[O:29])=[O:31])[CH:3]=2)=[CH:21][CH:20]=1)#[N:23]. The catalyst class is: 3. (4) Reactant: [CH:1]([C:3]1[CH:8]=[CH:7][C:6]([C:9]2[NH:10][C:11]3[CH:12]=[CH:13][CH:14]=[C:15]4[C:21](=[O:22])[NH:20][CH2:19][CH2:18][C:17]=2[C:16]=34)=[CH:5][CH:4]=1)=O.[CH3:23][NH:24][CH3:25].C([BH3-])#N.[Na+].Cl. Product: [CH3:23][N:24]([CH2:1][C:3]1[CH:8]=[CH:7][C:6]([C:9]2[NH:10][C:11]3[CH:12]=[CH:13][CH:14]=[C:15]4[C:21](=[O:22])[NH:20][CH2:19][CH2:18][C:17]=2[C:16]=34)=[CH:5][CH:4]=1)[CH3:25]. The catalyst class is: 466.